Binary Classification. Given a miRNA mature sequence and a target amino acid sequence, predict their likelihood of interaction. From a dataset of Experimentally validated miRNA-target interactions with 360,000+ pairs, plus equal number of negative samples. (1) The miRNA is hsa-miR-6843-3p with sequence AUGGUCUCCUGUUCUCUGCAG. The protein sequence of the target gene is MADFEELRNMVSSFRVSELQVLLGFAGRNKSGRKHDLLMRALHLLKSGCSPAVQIKIRELYRRRYPRTLEGLSDLSTIKSSVFSLDGGSSPVEPDLAVAGIHSLPSTSVTPHSPSSPVGSVLLQDTKPTFEMQQPSPPIPPVHPDVQLKNLPFYDVLDVLIKPTSLVQSSIQRFQEKFFIFALTPQQVREICISRDFLPGGRRDYTVQVQLRLCLAETSCPQEDNYPNSLCIKVNGKLFPLPGYAPPPKNGIEQKRPGRPLNITSLVRLSSAVPNQISISWASEIGKNYSMSVYLVRQLT.... Result: 1 (interaction). (2) The miRNA is hsa-miR-328-3p with sequence CUGGCCCUCUCUGCCCUUCCGU. The protein sequence of the target gene is MASAPAEAETRQRLLRTVKKEVKQIMEEAVTRKFVHEDSSHIISFCAAVEACVLHGLRRRAAGFLRSNKIAALFMKVGKNFPPAEDLSRKVQDLEQLIESARNQIQGLQENVRKLPKLPNLSPLAIKHLWIRTALFEKVLDKIVHYLVENSSKYYEKEALLMDPVDGPILASLLVGPCALEYTKMKTADHFWTDPSADELVQRHRIHSSHVRQDSPTKRPALCIQKRHSSGSMDDRPSLSARDYVESLHQNSRATLLYGKNNVLVQPRDDMEAVPGYLSLHQTADVMTLKWTPNQLMNGS.... Result: 0 (no interaction). (3) The miRNA is hsa-miR-6872-5p with sequence UCUCGCAUCAGGAGGCAAGG. The protein sequence of the target gene is MLGLLGSTALVGWITGAAVAVLLLLLLLATCLFHGRQDCDVERNRTAAGGNRVRRAQPWPFRRRGHLGIFHHHRHPGHVSHVPNVGLHHHHHPRHTPHHLHHHHHPHRHHPRHAR. Result: 0 (no interaction). (4) The miRNA is mmu-miR-150-5p with sequence UCUCCCAACCCUUGUACCAGUG. The protein sequence of the target gene is MLAGAGRRGLPRAGHLCWLLCAFTLKLCEAEAPVREEKLSVSTSTSPCWLAEEFVVTEECTPCSNFQIKTTPECGSTGYVEKITCSSSKRNEFKSCRSALLEQHLFWKFEGVVVAVALVFACLVIVRQRQLDRKALEKVRKQIESI. Result: 0 (no interaction). (5) The miRNA is rno-miR-181b-5p with sequence AACAUUCAUUGCUGUCGGUGGGU. The protein sequence of the target gene is MELVGFLCVAVAVLTWGFLRVWNSAERMRSPEQAGLPGAGSRALVVIAHPDDEAMFFAPTMLGLARLEQQVSLLCFSSGNYYNQGEIRKKELLQSCAVLGIPPSRVMIIDKRDFPDDPEVQWDTELVASTLLQHIHANGTDLVVTFDAEGVSGHSNHIALYKAVRALHSGGKLPKGCSVLTLQSVNALRKYAFLLDLPWTLLSPQDVLFVLTSKEVAQAKKAMSCHRSQLLWFRYLYVLFSRYMRINSLRFL. Result: 0 (no interaction). (6) The miRNA is mmu-miR-182-5p with sequence UUUGGCAAUGGUAGAACUCACACCG. The protein sequence of the target gene is MYRARAARAGPEPGSPGRFGILSTGQLRDLLQDEPKLDRIVRLSRKFQGLQLERDACLASNYALAKENLALRPRLEMGRTALAIKYQELREVAENCADKLQRLEKSMHRWSPQCALGWLQAELEEAEQEAEVQMEQLLLGEQSLEAFLPAFQRGRALAHLRRTQAEKLQEVLRRRERSAQPAPTTAAAAAAAATAMDPPKPFPAAAVLPTGAARGPPPAVPRSLPPLDSRPVPPVKGSPGCPFGPAPLLSPRPSQPEPPHR. Result: 0 (no interaction). (7) The miRNA is hsa-miR-605-3p with sequence AGAAGGCACUAUGAGAUUUAGA. The protein sequence of the target gene is MSSAVEPPPPPPPESAPSKPSAAGAGGSSSGNKGGPEGGAAPAAPCAAGSGPADTEMEEVFDHGSPGKQKEIQEPDPTYEEKMQTDRANRFEYLLKQTELFAHFIQPAAQKTPTSPLKMKPGRPRVKKDEKQNLLSVGDYRHRRTEQEEDEELLTESSKATNVCTRFEDSPSYVKWGKLRDYQVRGLNWLISLYENGINGILADEMGLGKTLQTISLLGYMKHYRNIPGPHMVLVPKSTLHNWMSEFKKWVPTLRSVCLIGDKEQRAAFVRDVLLPGEWDVCVTSYEMLIKEKSVFKKFN.... Result: 0 (no interaction). (8) The protein sequence of the target gene is MRPLPSGRRKTRGISLGLFALCLAAARCLQSQGVSLYIPQATINATVKEDILLSVEYSCHGVPTIEWTYSSNWGTQKIVEWKPGTQANISQSHKDRVCTFDNGSIQLFSVGVRDSGYYVITVTERLGSSQFGTIVLHVSEILYEDLHFVAVILAFLAAVAAVLISLMWVCNKCAYKFQRKRRHKLKESTTEEIELEDVEC. The miRNA is hsa-miR-5193 with sequence UCCUCCUCUACCUCAUCCCAGU. Result: 0 (no interaction). (9) The miRNA is mmu-miR-683 with sequence CCUGCUGUAAGCUGUGUCCUC. The protein sequence of the target gene is MASQVLVYPPYVYQTQSSAFCSVKKLKVEPSGCVFQERTYPQIHVNGRNFGNSHPSTKGSAFQTKIPFTKPRGHSFSLQAGAIVVKDTAGATKVLAAQAQQAGVEAPRAVVWRNRLHFLEGPQRCGLKRKSEELENHSGAMQIVDELSILPAMLQTNMGNPVTVVTATTGSKQNCTSGEGDYQLVQHEVLCSMKNTYEVLDFLGRGTFGQVVKCWKRGTNEIVAIKILKNHPSYARQGQIEVSILARLSTENADEYNFVRAYECFQHRNHTCLVFEMLEQNLYDFLKQNKFSPLPLKVIR.... Result: 1 (interaction). (10) The miRNA is hsa-miR-8485 with sequence CACACACACACACACACGUAU. The protein sequence of the target gene is MEVGSEEEKWEKLDAEFDHFVVDMKPFVLKLPHRTERQRCALWIRKLCEPSGTGAGIMGRKNRNLYAKLLLHMLKRGALEGPFTHRPEPGTLKILPSYMSIYFDEPNPARAKGSSPEGLPAWVLGELETSEHKLNESWKLSSGEDNTLVQSPTDVYSREQYTGKLRVRSHSLSPTHREDGQNITPKICEVYSKKSPVSLDDSDIEARLNSWNLGIENPRYLRQKPIPVSLMTPKFSLRKSSSFHDDHFLSRIREKELDMKTKMMEAKFHEEKLKLQQKHDADVQKILERKNNEIEELKTL.... Result: 0 (no interaction).